From a dataset of Full USPTO retrosynthesis dataset with 1.9M reactions from patents (1976-2016). Predict the reactants needed to synthesize the given product. (1) Given the product [Cl:40][C:37]1[N:36]=[CH:35][N:34]=[C:33]([N:43]2[CH2:44][CH2:23][CH:22]([C@@H:16]([N:14]3[CH:15]=[C:11]([C:8]([NH2:9])=[O:10])[C:12]([NH:25][C:26]4[CH:27]=[CH:28][C:2]([F:7])=[CH:3][CH:31]=4)=[N:13]3)[CH2:21][C:20]#[N:19])[CH2:41][CH2:42]2)[C:38]=1[CH3:39], predict the reactants needed to synthesize it. The reactants are: F[C:2]([F:7])(F)[C:3]([O-])=O.[C:8]([C:11]1[C:12]([NH:25][C:26]2[CH:31]=CC=[CH:28][CH:27]=2)=[N:13][N:14]([C:16]2([CH2:22][C:23]#N)[CH2:21][CH2:20][NH2+:19]CC2)[CH:15]=1)(=[O:10])[NH2:9].Cl[C:33]1[C:38]([CH3:39])=[C:37]([Cl:40])[N:36]=[CH:35][N:34]=1.[CH3:41][CH2:42][N:43](C(C)C)[CH:44](C)C. (2) Given the product [CH2:1]([O:8][CH2:9][C:10]1([CH3:20])[CH2:19][CH2:18][CH2:17][C:12](=[O:13])[CH2:11]1)[C:2]1[CH:7]=[CH:6][CH:5]=[CH:4][CH:3]=1, predict the reactants needed to synthesize it. The reactants are: [CH2:1]([O:8][CH2:9][C:10]1([CH3:20])[CH2:19][CH2:18][CH2:17][C:12]2(OCC[O:13]2)[CH2:11]1)[C:2]1[CH:7]=[CH:6][CH:5]=[CH:4][CH:3]=1.CC(C)=O.C1(C)C=CC(S([O-])(=O)=O)=CC=1.[NH+]1C=CC=CC=1.